The task is: Predict the reactants needed to synthesize the given product.. This data is from Full USPTO retrosynthesis dataset with 1.9M reactions from patents (1976-2016). Given the product [ClH:1].[CH3:45][N:46]([CH2:47][C:48]1[S:52][C:51]2[CH:53]=[CH:54][CH:55]=[CH:56][C:50]=2[C:49]=1[CH3:57])[C:22](=[O:24])/[CH:21]=[CH:20]/[C:17]1[CH:18]=[N:19][C:13]2[NH:12][C:11](=[O:25])[N:10]([CH2:9][CH2:8][N:2]3[CH2:3][CH2:4][O:5][CH2:6][CH2:7]3)[CH2:15][C:14]=2[CH:16]=1, predict the reactants needed to synthesize it. The reactants are: [ClH:1].[N:2]1([CH2:8][CH2:9][N:10]2[CH2:15][C:14]3[CH:16]=[C:17](/[CH:20]=[CH:21]/[C:22]([OH:24])=O)[CH:18]=[N:19][C:13]=3[NH:12][C:11]2=[O:25])[CH2:7][CH2:6][O:5][CH2:4][CH2:3]1.Cl.CN1CC2C=C(/C=C/C(O)=O)C=NC=2NC(=O)C1.[CH3:45][NH:46][CH2:47][C:48]1[S:52][C:51]2[CH:53]=[CH:54][CH:55]=[CH:56][C:50]=2[C:49]=1[CH3:57].CNCC1C=CC2C(=CC=CC=2)C=1CCC.